This data is from Reaction yield outcomes from USPTO patents with 853,638 reactions. The task is: Predict the reaction yield, written as a fraction of the theoretical maximum amount of product (1.0 means a 100% yield; for example, 0.34 means a 34% yield). (1) The reactants are [OH:1][C:2]([CH3:41])([CH3:40])[CH2:3][O:4][C@H:5]1[CH2:10][CH2:9][C@H:8]([N:11]2[C:16](=[O:17])[C:15]([CH2:18][C:19]3[CH:24]=[CH:23][C:22]([C:25]4[C:26]([C:31]#[N:32])=[CH:27][CH:28]=[CH:29][CH:30]=4)=[CH:21][CH:20]=3)=[C:14]([CH2:33][CH2:34][CH3:35])[N:13]3[N:36]=[C:37]([CH3:39])[N:38]=[C:12]23)[CH2:7][CH2:6]1.[C:42](OC(=O)C)(=[O:44])[CH3:43].N1C=CC=CC=1. The catalyst is C(OCC)(=O)C. The product is [C:42]([O:1][C:2]([CH3:40])([CH3:41])[CH2:3][O:4][C@H:5]1[CH2:10][CH2:9][C@H:8]([N:11]2[C:16](=[O:17])[C:15]([CH2:18][C:19]3[CH:24]=[CH:23][C:22]([C:25]4[CH:30]=[CH:29][CH:28]=[CH:27][C:26]=4[C:31]#[N:32])=[CH:21][CH:20]=3)=[C:14]([CH2:33][CH2:34][CH3:35])[N:13]3[N:36]=[C:37]([CH3:39])[N:38]=[C:12]23)[CH2:7][CH2:6]1)(=[O:44])[CH3:43]. The yield is 0.470. (2) The catalyst is C1(C)C=CC=CC=1.C(OCC)(=O)C. The reactants are [NH2:1][C:2]1[C:7]([O:8][C:9]2[CH:14]=[CH:13][C:12]([S:15]([CH3:18])(=[O:17])=[O:16])=[CH:11][CH:10]=2)=[CH:6][C:5]([OH:19])=[CH:4][C:3]=1[CH3:20].C([O-])(=O)C.[K+].C(OC(=O)C)(=O)C.[N:33](OCCC(C)C)=O.C(=O)([O-])[O-].[K+].[K+]. The product is [CH3:18][S:15]([C:12]1[CH:11]=[CH:10][C:9]([O:8][C:7]2[CH:6]=[C:5]([OH:19])[CH:4]=[C:3]3[C:2]=2[NH:1][N:33]=[CH:20]3)=[CH:14][CH:13]=1)(=[O:17])=[O:16]. The yield is 0.670. (3) The reactants are [H-].[Na+].[CH3:3][O:4][C:5]1([O:16][CH3:17])[CH2:15][C:7]2([CH2:10][C:9]([CH2:13][OH:14])([CH2:11][OH:12])[CH2:8]2)[CH2:6]1.[CH2:18](Br)[C:19]1[CH:24]=[CH:23][CH:22]=[CH:21][CH:20]=1.[Cl-].[NH4+]. The catalyst is O1CCCC1.CN(C)C=O. The product is [CH2:18]([O:14][CH2:13][C:9]1([CH2:11][O:12][CH2:18][C:19]2[CH:24]=[CH:23][CH:22]=[CH:21][CH:20]=2)[CH2:8][C:7]2([CH2:6][C:5]([O:4][CH3:3])([O:16][CH3:17])[CH2:15]2)[CH2:10]1)[C:19]1[CH:24]=[CH:23][CH:22]=[CH:21][CH:20]=1. The yield is 0.790. (4) The reactants are [Br:1][C:2](Br)=[CH:3][C@H:4]1[CH2:9][CH2:8][C@H:7]2[C@H:10]3[C@H:20]([CH2:21][CH2:22][C@:5]12[CH3:6])[C@:18]1([CH3:19])[C@H:13]([CH2:14][C@H:15]([O:23][Si](C(C)(C)C)(C2C=CC=CC=2)C2C=CC=CC=2)[CH2:16][CH2:17]1)[CH2:12][CH2:11]3. The catalyst is O1CCCC1. The product is [Br:1][C:2]#[C:3][C@H:4]1[CH2:9][CH2:8][C@H:7]2[C@H:10]3[C@H:20]([CH2:21][CH2:22][C@:5]12[CH3:6])[C@:18]1([CH3:19])[C@H:13]([CH2:14][C@H:15]([OH:23])[CH2:16][CH2:17]1)[CH2:12][CH2:11]3. The yield is 0.700. (5) The reactants are [CH3:1][C:2]1[S:6][C:5]([C:7]([O:9][CH3:10])=[O:8])=[CH:4][C:3]=1[C:11]1[N:15]([CH3:16])[N:14]=[CH:13][C:12]=1[C:17]([CH3:19])=[CH2:18]. The catalyst is CO. The product is [CH3:1][C:2]1[S:6][C:5]([C:7]([O:9][CH3:10])=[O:8])=[CH:4][C:3]=1[C:11]1[N:15]([CH3:16])[N:14]=[CH:13][C:12]=1[CH:17]([CH3:19])[CH3:18]. The yield is 1.00. (6) The reactants are Br[C:2]1[CH:3]=[C:4]2[C:8]3=[C:9]([C:11](=[O:15])NCC[N:7]3[C@H:6]3[CH2:16][CH2:17][N:18](C(OC(C)(C)C)=O)[CH2:19][C@@H:5]23)[CH:10]=1.C1(P(C2C=CC=CC=2)C2C=CC=CC=2)C=CC=CC=1.FC1C=CC=C(F)C=1[SnH3].FC(F)(F)C(O)=[O:58].[OH-].[NH4+].C(Cl)(Cl)[Cl:65]. The catalyst is CN(C)C=O.C(OCC)(=O)C.[Cu]Br.C1C=CC(P(C2C=CC=CC=2)[C-]2C=CC=C2)=CC=1.C1C=CC(P(C2C=CC=CC=2)[C-]2C=CC=C2)=CC=1.Cl[Pd]Cl.[Fe+2]. The product is [ClH:65].[CH2:19]1[C:5]2[C:4]3[C:8](=[C:9]([C:11]([OH:15])=[O:58])[CH:10]=[CH:2][CH:3]=3)[NH:7][C:6]=2[CH2:16][CH2:17][NH:18]1. The yield is 0.0500.